This data is from Forward reaction prediction with 1.9M reactions from USPTO patents (1976-2016). The task is: Predict the product of the given reaction. Given the reactants C(OC([N:8]1[CH2:13][CH2:12][N:11]([C:14]2[CH:19]=[N:18][CH:17]=[C:16]([O:20][CH2:21][C:22]3[S:23][CH:24]=[C:25]([CH3:27])[N:26]=3)[N:15]=2)[CH2:10][CH2:9]1)=O)(C)(C)C.Cl, predict the reaction product. The product is: [CH3:27][C:25]1[N:26]=[C:22]([CH2:21][O:20][C:16]2[N:15]=[C:14]([N:11]3[CH2:10][CH2:9][NH:8][CH2:13][CH2:12]3)[CH:19]=[N:18][CH:17]=2)[S:23][CH:24]=1.